This data is from Full USPTO retrosynthesis dataset with 1.9M reactions from patents (1976-2016). The task is: Predict the reactants needed to synthesize the given product. Given the product [Cl:1][C:2]1[CH:7]=[C:6]2[CH2:8][O:9][C:10]3[CH:33]=[C:32]4[C:13]([CH:14]=[CH:15][C:16]5[N:20]=[C:19]([C@@H:21]6[CH2:25][C@H:24]([O:26][CH2:27][CH3:28])[CH2:23][N:22]6[C:29]([O:31][C:5]([CH3:11])([CH3:6])[CH3:4])=[O:30])[NH:18][C:17]=54)=[CH:12][C:11]=3[C:5]2=[CH:4][CH:3]=1, predict the reactants needed to synthesize it. The reactants are: [Cl:1][C:2]1[CH:7]=[C:6]2[CH2:8][O:9][C:10]3[CH:33]=[C:32]4[C:13]([CH2:14][CH2:15][C:16]5[N:20]=[C:19]([C@@H:21]6[CH2:25][C@H:24]([O:26][CH2:27][CH3:28])[CH2:23][N:22]6[C:29]([O-:31])=[O:30])[NH:18][C:17]=54)=[CH:12][C:11]=3[C:5]2=[CH:4][CH:3]=1.